Dataset: Reaction yield outcomes from USPTO patents with 853,638 reactions. Task: Predict the reaction yield, written as a fraction of the theoretical maximum amount of product (1.0 means a 100% yield; for example, 0.34 means a 34% yield). (1) The catalyst is C1COCC1. The product is [C:1]([S:20][CH2:21][C:22]1[CH:23]=[CH:24][C:25]([C:26]2([NH2:27])[CH2:31][CH2:30]2)=[CH:28][CH:29]=1)([C:14]1[CH:19]=[CH:18][CH:17]=[CH:16][CH:15]=1)([C:2]1[CH:3]=[CH:4][CH:5]=[CH:6][CH:7]=1)[C:8]1[CH:13]=[CH:12][CH:11]=[CH:10][CH:9]=1. The reactants are [C:1]([S:20][CH2:21][C:22]1[CH:29]=[CH:28][C:25]([C:26]#[N:27])=[CH:24][CH:23]=1)([C:14]1[CH:19]=[CH:18][CH:17]=[CH:16][CH:15]=1)([C:8]1[CH:13]=[CH:12][CH:11]=[CH:10][CH:9]=1)[C:2]1[CH:7]=[CH:6][CH:5]=[CH:4][CH:3]=1.[CH2:30]([Mg]Br)[CH3:31].B(F)(F)F.CCOCC. The yield is 0.360. (2) The reactants are [F:1][C:2]1[CH:3]=[C:4]([CH2:11][C:12]([OH:14])=O)[CH:5]=[CH:6][C:7]=1[N+:8]([O-:10])=[O:9].[NH:15]1[CH2:20][CH2:19][O:18][CH2:17][CH2:16]1.CN(C(ON1N=NC2C=CC=NC1=2)=[N+](C)C)C.F[P-](F)(F)(F)(F)F.N1C=CC=CC=1. The catalyst is CN(C)C=O.CCOC(C)=O. The product is [F:1][C:2]1[CH:3]=[C:4]([CH2:11][C:12]([N:15]2[CH2:20][CH2:19][O:18][CH2:17][CH2:16]2)=[O:14])[CH:5]=[CH:6][C:7]=1[N+:8]([O-:10])=[O:9]. The yield is 0.510. (3) The reactants are Cl.[NH:2]([C:4]1[CH:9]=[C:8]([C:10]#[N:11])[CH:7]=[CH:6][N:5]=1)[NH2:3].[F:12][C:13]1[CH:14]=[C:15]([C:20](=O)/[CH:21]=[CH:22]/N(C)C)[CH:16]=[CH:17][C:18]=1[F:19]. No catalyst specified. The product is [F:12][C:13]1[CH:14]=[C:15]([C:20]2[N:2]([C:4]3[CH:9]=[C:8]([C:10]#[N:11])[CH:7]=[CH:6][N:5]=3)[N:3]=[CH:22][CH:21]=2)[CH:16]=[CH:17][C:18]=1[F:19]. The yield is 0.830. (4) The reactants are [N+:1]([C:4]1[N:9]=[CH:8][C:7]([N:10]2[CH2:23][C:12]3([CH2:15][N:14]([C:16]([O:18][C:19]([CH3:22])([CH3:21])[CH3:20])=[O:17])[CH2:13]3)[CH2:11]2)=[CH:6][CH:5]=1)([O-])=O.C(OCC)(=O)C. The catalyst is [Pd].CO. The product is [C:19]([O:18][C:16]([N:14]1[CH2:13][C:12]2([CH2:23][N:10]([C:7]3[CH:8]=[N:9][C:4]([NH2:1])=[CH:5][CH:6]=3)[CH2:11]2)[CH2:15]1)=[O:17])([CH3:22])([CH3:20])[CH3:21]. The yield is 0.310. (5) The reactants are C(OC1C=CC([C@@H]2C[C@H]2N)=CC=1)C1C=CC=CC=1.[Br:19][C:20]1[CH:25]=[CH:24][C:23]([C@@H:26]2[CH2:28][C@H:27]2[N+:29]([O-])=O)=[CH:22][CH:21]=1. No catalyst specified. The product is [Br:19][C:20]1[CH:21]=[CH:22][C:23]([C@@H:26]2[CH2:28][C@H:27]2[NH2:29])=[CH:24][CH:25]=1. The yield is 0.100. (6) The reactants are Cl[C:2]1[C:11]2[C:6](=[CH:7][C:8]([O:13][CH3:14])=[C:9]([F:12])[CH:10]=2)[CH:5]=[CH:4][N:3]=1.[F-:15].[Cs+]. The catalyst is CS(C)=O.O. The product is [F:15][C:2]1[C:11]2[C:6](=[CH:7][C:8]([O:13][CH3:14])=[C:9]([F:12])[CH:10]=2)[CH:5]=[CH:4][N:3]=1. The yield is 0.680.